This data is from Forward reaction prediction with 1.9M reactions from USPTO patents (1976-2016). The task is: Predict the product of the given reaction. (1) Given the reactants [Mg].II.Br[C:5]1[CH:10]=[CH:9][CH:8]=[CH:7][C:6]=1[CH3:11].C[O:13][C:14]1[CH:19]=[CH:18][N:17]=[CH:16][CH:15]=1.[CH:20]([O:22][CH:23](Cl)[C:24]1[CH:29]=[CH:28][CH:27]=[CH:26][CH:25]=1)=[O:21].C(O)(=O)CC(CC(O)=O)(C(O)=O)O, predict the reaction product. The product is: [CH2:23]([O:22][C:20]([N:17]1[CH:18]=[CH:19][C:14](=[O:13])[CH2:15][CH:16]1[C:5]1[CH:10]=[CH:9][CH:8]=[CH:7][C:6]=1[CH3:11])=[O:21])[C:24]1[CH:29]=[CH:28][CH:27]=[CH:26][CH:25]=1. (2) Given the reactants [Cl-].O[NH3+:3].[C:4](=[O:7])([O-])[OH:5].[Na+].CS(C)=O.[CH2:13]([O:17][C:18]1[CH:23]=[CH:22][C:21]([N:24]2[C:29](=[O:30])[C:28]([CH2:31][C:32]3[CH:37]=[CH:36][C:35]([C:38]4[C:39]([C:44]#[N:45])=[CH:40][CH:41]=[CH:42][CH:43]=4)=[CH:34][CH:33]=3)=[C:27]([CH2:46][CH2:47][CH3:48])[N:26]=[C:25]2[CH3:49])=[CH:20][CH:19]=1)[CH:14]([CH3:16])[CH3:15], predict the reaction product. The product is: [CH2:13]([O:17][C:18]1[CH:19]=[CH:20][C:21]([N:24]2[C:29](=[O:30])[C:28]([CH2:31][C:32]3[CH:33]=[CH:34][C:35]([C:38]4[CH:43]=[CH:42][CH:41]=[CH:40][C:39]=4[C:44]4[NH:3][C:4](=[O:7])[O:5][N:45]=4)=[CH:36][CH:37]=3)=[C:27]([CH2:46][CH2:47][CH3:48])[N:26]=[C:25]2[CH3:49])=[CH:22][CH:23]=1)[CH:14]([CH3:16])[CH3:15]. (3) Given the reactants [C:1]([C:3]1[CH:28]=[N:27][C:6]2[N:7]=[C:8]([N:14]3[CH2:17][CH:16]([N:18](C)[C:19](=O)OC(C)(C)C)[CH2:15]3)[C:9]3[N:10]([CH:11]=[N:12][N:13]=3)[C:5]=2[CH:4]=1)#[N:2].C(O)(C(F)(F)F)=O, predict the reaction product. The product is: [CH3:19][NH:18][CH:16]1[CH2:15][N:14]([C:8]2[C:9]3[N:10]([CH:11]=[N:12][N:13]=3)[C:5]3[CH:4]=[C:3]([C:1]#[N:2])[CH:28]=[N:27][C:6]=3[N:7]=2)[CH2:17]1. (4) Given the reactants [C:1]([O:5][C:6]([NH:8][CH2:9][C:10]([OH:12])=O)=[O:7])([CH3:4])([CH3:3])[CH3:2].O.ON1C2C=CC=CC=2N=N1.Cl.[F:25][C:26]1[C:31]([F:32])=[CH:30][CH:29]=[CH:28][C:27]=1[CH2:33][S:34][C:35]1[N:40]=[C:39]([NH:41][S:42]([N:45]2[CH2:50][CH2:49][NH:48][CH2:47][CH2:46]2)(=[O:44])=[O:43])[CH:38]=[C:37]([O:51][CH3:52])[N:36]=1.CN1CCOCC1, predict the reaction product. The product is: [F:25][C:26]1[C:31]([F:32])=[CH:30][CH:29]=[CH:28][C:27]=1[CH2:33][S:34][C:35]1[N:40]=[C:39]([NH:41][S:42]([N:45]2[CH2:46][CH2:47][N:48]([C:10](=[O:12])[CH2:9][NH:8][C:6](=[O:7])[O:5][C:1]([CH3:2])([CH3:3])[CH3:4])[CH2:49][CH2:50]2)(=[O:43])=[O:44])[CH:38]=[C:37]([O:51][CH3:52])[N:36]=1. (5) Given the reactants [CH3:1][CH2:2][O:3][C:4]([C@@H:6]1[CH2:11][CH2:10][CH:9]([CH3:12])[C:8](=O)[N:7]1[C:14]([O:16][C:17]([CH3:20])([CH3:19])[CH3:18])=[O:15])=[O:5].CO, predict the reaction product. The product is: [CH3:1][CH2:2][O:3][C:4]([C@@H:6]1[CH2:11][CH2:10][CH:9]([CH3:12])[CH2:8][N:7]1[C:14]([O:16][C:17]([CH3:19])([CH3:18])[CH3:20])=[O:15])=[O:5]. (6) Given the reactants Br[C:2]1[CH:3]=[CH:4][C:5]2[C:11]3=[N:12][O:13][C:14]([C:15]4[C:19]([C:20]([F:23])([F:22])[F:21])=[C:18]([C:24]5[CH:29]=[CH:28][CH:27]=[CH:26][CH:25]=5)[O:17][N:16]=4)=[C:10]3[CH2:9][O:8][C:6]=2[CH:7]=1.[CH2:30]([Sn](CCCC)(CCCC)C=C)[CH2:31]CC.[Cl-].[Li+], predict the reaction product. The product is: [C:24]1([C:18]2[O:17][N:16]=[C:15]([C:14]3[O:13][N:12]=[C:11]4[C:5]5[CH:4]=[CH:3][C:2]([CH:30]=[CH2:31])=[CH:7][C:6]=5[O:8][CH2:9][C:10]=34)[C:19]=2[C:20]([F:22])([F:21])[F:23])[CH:29]=[CH:28][CH:27]=[CH:26][CH:25]=1. (7) Given the reactants [Br:1][C:2]1[CH:7]=[CH:6][C:5]([C:8]([CH3:10])=[CH2:9])=[CH:4][CH:3]=1.[Br-].C1([PH+](C2C=CC=CC=2)C2C=CC=CC=2)C=CC=CC=1.[Li]CCCC.BrC1C=CC(C(=O)C)=C([Cl:46])C=1, predict the reaction product. The product is: [Br:1][C:2]1[CH:7]=[CH:6][C:5]([C:8]([CH3:10])=[CH2:9])=[C:4]([Cl:46])[CH:3]=1.